This data is from NCI-60 drug combinations with 297,098 pairs across 59 cell lines. The task is: Regression. Given two drug SMILES strings and cell line genomic features, predict the synergy score measuring deviation from expected non-interaction effect. (1) Drug 1: CC1=C(N=C(N=C1N)C(CC(=O)N)NCC(C(=O)N)N)C(=O)NC(C(C2=CN=CN2)OC3C(C(C(C(O3)CO)O)O)OC4C(C(C(C(O4)CO)O)OC(=O)N)O)C(=O)NC(C)C(C(C)C(=O)NC(C(C)O)C(=O)NCCC5=NC(=CS5)C6=NC(=CS6)C(=O)NCCC[S+](C)C)O. Drug 2: CC1C(C(CC(O1)OC2CC(CC3=C2C(=C4C(=C3O)C(=O)C5=CC=CC=C5C4=O)O)(C(=O)C)O)N)O. Cell line: HCC-2998. Synergy scores: CSS=60.4, Synergy_ZIP=-9.32, Synergy_Bliss=-11.6, Synergy_Loewe=-8.68, Synergy_HSA=-8.25. (2) Drug 1: C1=NC(=NC(=O)N1C2C(C(C(O2)CO)O)O)N. Drug 2: CC12CCC3C(C1CCC2O)C(CC4=C3C=CC(=C4)O)CCCCCCCCCS(=O)CCCC(C(F)(F)F)(F)F. Cell line: MDA-MB-435. Synergy scores: CSS=-0.247, Synergy_ZIP=0.157, Synergy_Bliss=-0.144, Synergy_Loewe=-3.11, Synergy_HSA=-2.42.